This data is from Full USPTO retrosynthesis dataset with 1.9M reactions from patents (1976-2016). The task is: Predict the reactants needed to synthesize the given product. (1) Given the product [F:39][C:35]1[CH:34]=[C:33]([CH:38]=[CH:37][CH:36]=1)[O:32][C:29]1[CH:30]=[CH:31][C:26]([O:25][C:19]2[N:18]=[CH:17][C:16]([N:12]3[CH2:11][CH:10]4[CH:14]([CH2:15][NH:8][CH2:9]4)[CH2:13]3)=[CH:21][C:20]=2[C:22]([NH2:23])=[O:24])=[CH:27][CH:28]=1, predict the reactants needed to synthesize it. The reactants are: C(OC([N:8]1[CH2:15][CH:14]2[CH:10]([CH2:11][N:12]([C:16]3[CH:17]=[N:18][C:19]([O:25][C:26]4[CH:31]=[CH:30][C:29]([O:32][C:33]5[CH:38]=[CH:37][CH:36]=[C:35]([F:39])[CH:34]=5)=[CH:28][CH:27]=4)=[C:20]([C:22](=[O:24])[NH2:23])[CH:21]=3)[CH2:13]2)[CH2:9]1)=O)(C)(C)C.Cl. (2) The reactants are: [CH2:1]([C:8]1[CH:13]=[C:12]([N+:14]([O-])=O)[C:11]([OH:17])=[C:10]([Br:18])[CH:9]=1)[C:2]1[CH:7]=[CH:6][CH:5]=[CH:4][CH:3]=1.C(O)(=O)C. Given the product [NH2:14][C:12]1[CH:13]=[C:8]([CH2:1][C:2]2[CH:7]=[CH:6][CH:5]=[CH:4][CH:3]=2)[CH:9]=[C:10]([Br:18])[C:11]=1[OH:17], predict the reactants needed to synthesize it. (3) Given the product [Si:1]([O:18][CH2:19][C:20]1[C:21]([N:35]2[CH2:36][C@H:37]([CH3:42])[O:38][C@H:39]([CH3:41])[CH2:40]2)=[C:22]([F:34])[C:23]2[O:27][N:26]=[C:25]([C:28]([NH2:44])=[O:30])[C:24]=2[CH:33]=1)([C:14]([CH3:15])([CH3:17])[CH3:16])([C:8]1[CH:13]=[CH:12][CH:11]=[CH:10][CH:9]=1)[C:2]1[CH:7]=[CH:6][CH:5]=[CH:4][CH:3]=1, predict the reactants needed to synthesize it. The reactants are: [Si:1]([O:18][CH2:19][C:20]1[C:21]([N:35]2[CH2:40][C@H:39]([CH3:41])[O:38][C@H:37]([CH3:42])[CH2:36]2)=[C:22]([F:34])[C:23]2[O:27][N:26]=[C:25]([C:28]([O:30]CC)=O)[C:24]=2[CH:33]=1)([C:14]([CH3:17])([CH3:16])[CH3:15])([C:8]1[CH:13]=[CH:12][CH:11]=[CH:10][CH:9]=1)[C:2]1[CH:7]=[CH:6][CH:5]=[CH:4][CH:3]=1.[Cl-].[NH4+:44].